From a dataset of Reaction yield outcomes from USPTO patents with 853,638 reactions. Predict the reaction yield, written as a fraction of the theoretical maximum amount of product (1.0 means a 100% yield; for example, 0.34 means a 34% yield). (1) The reactants are Br[C:2]1[CH:3]=[C:4]([S:10]([NH:13][C:14]2[CH:15]=[N:16][CH:17]=[C:18]([Cl:21])[C:19]=2[OH:20])(=[O:12])=[O:11])[CH:5]=[N:6][C:7]=1[O:8][CH3:9].[Cu][C:23]#[N:24]. The catalyst is CN1C(=O)CCC1. The product is [Cl:21][C:18]1[C:19]([OH:20])=[C:14]([NH:13][S:10]([C:4]2[CH:5]=[N:6][C:7]([O:8][CH3:9])=[C:2]([C:23]#[N:24])[CH:3]=2)(=[O:12])=[O:11])[CH:15]=[N:16][CH:17]=1. The yield is 0.110. (2) The reactants are [BH4-].[Na+].C([O:5][C:6]([C:8]1[CH:12]=[C:11]([CH2:13][NH:14][C:15]([O:17][C:18]([CH3:21])([CH3:20])[CH3:19])=[O:16])[O:10][N:9]=1)=O)C. The catalyst is C(O)C. The product is [OH:5][CH2:6][C:8]1[CH:12]=[C:11]([CH2:13][NH:14][C:15]([O:17][C:18]([CH3:21])([CH3:20])[CH3:19])=[O:16])[O:10][N:9]=1. The yield is 0.910.